From a dataset of Reaction yield outcomes from USPTO patents with 853,638 reactions. Predict the reaction yield, written as a fraction of the theoretical maximum amount of product (1.0 means a 100% yield; for example, 0.34 means a 34% yield). (1) The reactants are [Cl:1][C:2]1[CH:3]=[C:4]([CH:35]=[CH:36][C:37]=1[O:38][CH3:39])[CH2:5][N:6]1[C:11]([CH3:12])=[CH:10][C:9]([O:13][CH2:14][C:15]2[CH:32]=[CH:31][CH:30]=[CH:29][C:16]=2[CH2:17][N:18]2[C:26](=[O:27])[C:25]3[C:20](=[CH:21][CH:22]=[CH:23][CH:24]=3)[C:19]2=[O:28])=[C:8](I)[C:7]1=[O:34].[CH3:40][Sn](C)(C)C.[Cl-].[Li+].C(Cl)Cl. The catalyst is CN(C=O)C.C(OCC)(=O)C. The product is [Cl:1][C:2]1[CH:3]=[C:4]([CH:35]=[CH:36][C:37]=1[O:38][CH3:39])[CH2:5][N:6]1[C:11]([CH3:12])=[CH:10][C:9]([O:13][CH2:14][C:15]2[CH:32]=[CH:31][CH:30]=[CH:29][C:16]=2[CH2:17][N:18]2[C:26](=[O:27])[C:25]3[C:20](=[CH:21][CH:22]=[CH:23][CH:24]=3)[C:19]2=[O:28])=[C:8]([CH3:40])[C:7]1=[O:34]. The yield is 0.430. (2) The reactants are [CH2:1]([C@H:8]1[CH2:12][O:11][C:10](=[O:13])[NH:9]1)[C:2]1[CH:7]=[CH:6][CH:5]=[CH:4][CH:3]=1.C([Li])CCC.[C:19]1([CH2:25][CH2:26][CH2:27][CH2:28][C:29](Cl)=[O:30])[CH:24]=[CH:23][CH:22]=[CH:21][CH:20]=1.OS([O-])(=O)=O.[K+]. The catalyst is C1COCC1. The product is [CH2:1]([C@H:8]1[CH2:12][O:11][C:10](=[O:13])[N:9]1[C:29](=[O:30])[CH2:28][CH2:27][CH2:26][CH2:25][C:19]1[CH:24]=[CH:23][CH:22]=[CH:21][CH:20]=1)[C:2]1[CH:3]=[CH:4][CH:5]=[CH:6][CH:7]=1. The yield is 0.820. (3) The reactants are [CH3:1][C:2]1[CH:11]=[CH:10][C:9]2[C:4](=[CH:5][CH:6]=[CH:7][C:8]=2[N:12]2[CH2:17][CH2:16][N:15](C(OC(C)(C)C)=O)[CH2:14][CH2:13]2)[N:3]=1.FC(F)(F)C(O)=O. The catalyst is ClCCl. The product is [CH3:1][C:2]1[CH:11]=[CH:10][C:9]2[C:4](=[CH:5][CH:6]=[CH:7][C:8]=2[N:12]2[CH2:17][CH2:16][NH:15][CH2:14][CH2:13]2)[N:3]=1. The yield is 0.960. (4) The reactants are F[C:2]1[CH:10]=[N:9][CH:8]=[CH:7][C:3]=1[C:4]([OH:6])=[O:5].[F:11][C:12]([F:22])([F:21])[O:13][C:14]1[CH:20]=[CH:19][C:17]([NH2:18])=[CH:16][CH:15]=1.[Li+].C[Si]([N-][Si](C)(C)C)(C)C.Cl. The catalyst is C1COCC1. The product is [F:11][C:12]([F:21])([F:22])[O:13][C:14]1[CH:15]=[CH:16][C:17]([NH:18][C:2]2[CH:10]=[N:9][CH:8]=[CH:7][C:3]=2[C:4]([OH:6])=[O:5])=[CH:19][CH:20]=1. The yield is 0.0900. (5) The reactants are [F:1][C:2]1[CH:3]=[N:4][C:5]2[C:10]([CH:11]=1)=[CH:9][CH:8]=[CH:7][C:6]=2[N+:12]([O-])=O.[F:15][C:16]1[CH:17]=[N:18][C:19]2[C:24]([CH:25]=1)=[C:23]([N+:26]([O-])=O)[CH:22]=[CH:21][CH:20]=2.O.O.[Sn](Cl)Cl. The catalyst is C(OCC)(=O)C.[OH-].[Na+]. The product is [F:1][C:2]1[CH:3]=[N:4][C:5]2[C:10]([CH:11]=1)=[CH:9][CH:8]=[CH:7][C:6]=2[NH2:12].[F:15][C:16]1[CH:17]=[N:18][C:19]2[CH:20]=[CH:21][CH:22]=[C:23]([NH2:26])[C:24]=2[CH:25]=1. The yield is 0.110.